This data is from Peptide-MHC class I binding affinity with 185,985 pairs from IEDB/IMGT. The task is: Regression. Given a peptide amino acid sequence and an MHC pseudo amino acid sequence, predict their binding affinity value. This is MHC class I binding data. (1) The peptide sequence is FQYYGIDWV. The MHC is HLA-A02:12 with pseudo-sequence HLA-A02:12. The binding affinity (normalized) is 1.00. (2) The peptide sequence is RKVIRGEQL. The MHC is Mamu-B08 with pseudo-sequence Mamu-B08. The binding affinity (normalized) is 0.251.